Predict the product of the given reaction. From a dataset of Forward reaction prediction with 1.9M reactions from USPTO patents (1976-2016). Given the reactants Cl[C:2]1[NH:6][C:5]2[CH:7]=[CH:8][CH:9]=[CH:10][C:4]=2[N:3]=1.Br.[C:12]1([N:18]2[CH2:22][C:21]3([CH2:27][CH2:26][NH:25][CH2:24][CH2:23]3)[O:20][C:19]2=[O:28])[CH:17]=[CH:16][CH:15]=[CH:14][CH:13]=1.CCN(C(C)C)C(C)C, predict the reaction product. The product is: [NH:3]1[C:4]2[CH:10]=[CH:9][CH:8]=[CH:7][C:5]=2[N:6]=[C:2]1[N:25]1[CH2:24][CH2:23][C:21]2([O:20][C:19](=[O:28])[N:18]([C:12]3[CH:17]=[CH:16][CH:15]=[CH:14][CH:13]=3)[CH2:22]2)[CH2:27][CH2:26]1.